Dataset: Reaction yield outcomes from USPTO patents with 853,638 reactions. Task: Predict the reaction yield, written as a fraction of the theoretical maximum amount of product (1.0 means a 100% yield; for example, 0.34 means a 34% yield). (1) The yield is 0.100. The reactants are [C:1]([O:10]C)(=O)[C:2]1[C:3](=[CH:5][CH:6]=[CH:7][CH:8]=1)[SH:4].[C:12]([C:14]1[CH:19]=[CH:18][CH:17]=[C:16]([S:20][CH:21]([CH3:23])[CH3:22])[N:15]=1)#[N:13].C(N(CC)CC)C. The product is [CH:21]([S:20][C:16]1[N:15]=[C:14]([C:12]2[S:4][C:3]3[CH:5]=[CH:6][CH:7]=[CH:8][C:2]=3[C:1](=[O:10])[N:13]=2)[CH:19]=[CH:18][CH:17]=1)([CH3:23])[CH3:22]. The catalyst is C1(C)C=CC=CC=1. (2) The reactants are [Cl:1][C:2]1[CH:31]=[CH:30][C:5]([CH2:6][N:7]2[C:12](=[N:13][C:14]3[CH:19]=[CH:18][C:17]([O:20][CH:21]([CH3:23])[CH3:22])=[C:16]([F:24])[CH:15]=3)[NH:11][C:10](=[O:25])[N:9]([CH2:26][C:27]#[N:28])[C:8]2=[O:29])=[CH:4][CH:3]=1.[Cl-].[NH4+].CN(C=O)C.[N-:39]=[N+:40]=[N-:41].[Na+]. The catalyst is O. The product is [Cl:1][C:2]1[CH:3]=[CH:4][C:5]([CH2:6][N:7]2[C:12](=[N:13][C:14]3[CH:19]=[CH:18][C:17]([O:20][CH:21]([CH3:23])[CH3:22])=[C:16]([F:24])[CH:15]=3)[NH:11][C:10](=[O:25])[N:9]([CH2:26][C:27]3[NH:41][N:40]=[N:39][N:28]=3)[C:8]2=[O:29])=[CH:30][CH:31]=1. The yield is 0.550. (3) The reactants are [OH:1][C:2]1[CH:7]=[C:6]([O:8][CH2:9][CH2:10][O:11][CH3:12])[CH:5]=[CH:4][C:3]=1/[CH:13]=[CH:14]/[C:15]([O:17][CH2:18][CH3:19])=[O:16].[C:20]([N:27]1[CH2:32][CH2:31][CH:30](O)[CH2:29][CH2:28]1)([O:22][C:23]([CH3:26])([CH3:25])[CH3:24])=[O:21].C(P(CCCC)CCCC)CCC.N(C(N1CCCCC1)=O)=NC(N1CCCCC1)=O. The catalyst is C1(C)C=CC=CC=1.O1CCCC1. The product is [CH2:18]([O:17][C:15](=[O:16])/[CH:14]=[CH:13]/[C:3]1[CH:4]=[CH:5][C:6]([O:8][CH2:9][CH2:10][O:11][CH3:12])=[CH:7][C:2]=1[O:1][CH:30]1[CH2:31][CH2:32][N:27]([C:20]([O:22][C:23]([CH3:26])([CH3:25])[CH3:24])=[O:21])[CH2:28][CH2:29]1)[CH3:19]. The yield is 0.750. (4) The reactants are [Na].[O:2]([CH2:9][C:10](=[O:12])[CH3:11])[C:3]1[CH:8]=[CH:7][CH:6]=[CH:5][CH:4]=1.[C:13](OCC)(=[O:19])[C:14]([O:16][CH2:17][CH3:18])=[O:15]. The catalyst is CCO. The product is [CH2:17]([O:16][C:14](=[O:15])[C:13](=[O:19])[CH2:11][C:10](=[O:12])[CH2:9][O:2][C:3]1[CH:8]=[CH:7][CH:6]=[CH:5][CH:4]=1)[CH3:18]. The yield is 0.540. (5) The reactants are [OH:1][C:2]1[CH:3]=[CH:4][C:5]([N+:10]([O-:12])=[O:11])=[C:6]([CH:9]=1)[CH:7]=[O:8].OO.[OH:15]S(O)(=O)=O. The catalyst is [OH-].[Na+]. The product is [OH:1][C:2]1[CH:3]=[CH:4][C:5]([N+:10]([O-:12])=[O:11])=[C:6]([CH:9]=1)[C:7]([OH:15])=[O:8]. The yield is 0.940. (6) The reactants are [CH3:1][O:2][C:3]1[C:4]([CH3:15])=[N:5][CH:6]=[CH:7][C:8]=1[N:9]1[CH2:14][CH2:13][NH:12][CH2:11][CH2:10]1.C(N(CC)CC)C.[CH3:23][CH:24]([CH3:30])/[CH:25]=[CH:26]/[C:27](Cl)=[O:28]. The catalyst is ClCCl. The product is [CH3:1][O:2][C:3]1[C:4]([CH3:15])=[N:5][CH:6]=[CH:7][C:8]=1[N:9]1[CH2:10][CH2:11][N:12]([C:27](=[O:28])/[CH:26]=[CH:25]/[CH:24]([CH3:30])[CH3:23])[CH2:13][CH2:14]1. The yield is 0.0700. (7) The reactants are [NH:1]([C:3]1[CH:12]=[CH:11][CH:10]=[C:9]2[C:4]=1[CH:5]=[CH:6][CH:7]=[N:8]2)[NH2:2].C(N(CC)CC)C.Cl[C:21]([C:23]12[CH2:32][CH:27]3[CH2:28][CH:29]([CH2:31][CH:25]([CH2:26]3)[CH2:24]1)[CH2:30]2)=[O:22]. The catalyst is O1CCCC1. The product is [N:8]1[C:9]2[C:4](=[C:3]([NH:1][NH:2][C:21]([C:23]34[CH2:32][CH:27]5[CH2:26][CH:25]([CH2:31][CH:29]([CH2:28]5)[CH2:30]3)[CH2:24]4)=[O:22])[CH:12]=[CH:11][CH:10]=2)[CH:5]=[CH:6][CH:7]=1. The yield is 0.730. (8) The reactants are [CH3:1][C:2]1[N:3]=[C:4]([N:10]2[CH2:14][CH2:13][N:12]([CH2:15][C:16]3[CH:21]=[CH:20][C:19]([C:22]([F:25])([F:24])[F:23])=[CH:18][CH:17]=3)[C:11]2=[O:26])[S:5][C:6]=1[C:7](O)=[O:8].C(N1C=CN=C1)(N1C=CN=C1)=O.O[NH:40][C:41](=[NH:43])[CH3:42]. The yield is 0.150. The product is [CH3:1][C:2]1[N:3]=[C:4]([N:10]2[CH2:14][CH2:13][N:12]([CH2:15][C:16]3[CH:21]=[CH:20][C:19]([C:22]([F:24])([F:23])[F:25])=[CH:18][CH:17]=3)[C:11]2=[O:26])[S:5][C:6]=1[C:7]1[O:8][N:43]=[C:41]([CH3:42])[N:40]=1. The catalyst is CN(C)C=O.C(OCC)(=O)C. (9) The reactants are Br[C:2]1[S:3][CH:4]=[CH:5][C:6]=1[CH2:7][CH2:8][CH2:9][CH2:10][CH2:11][CH2:12][CH2:13][CH3:14].[Mg].Br[C:17]1[S:21][C:20]([C:22]2[CH:27]=[C:26]([O:28][CH2:29][CH2:30][CH2:31][CH2:32][CH2:33][CH2:34][CH2:35][CH3:36])[C:25]([C:37]3[S:38][C:39](Br)=[CH:40][CH:41]=3)=[CH:24][C:23]=2[O:43][CH2:44][CH2:45][CH2:46][CH2:47][CH2:48][CH2:49][CH2:50][CH3:51])=[CH:19][CH:18]=1. The catalyst is C1COCC1.C(OCC)(=O)C. The product is [CH2:7]([C:6]1[CH:5]=[CH:4][S:3][C:2]=1[C:17]1[S:21][C:20]([C:22]2[CH:27]=[C:26]([O:28][CH2:29][CH2:30][CH2:31][CH2:32][CH2:33][CH2:34][CH2:35][CH3:36])[C:25]([C:37]3[S:38][C:39]([C:2]4[S:3][CH:4]=[CH:5][C:6]=4[CH2:7][CH2:8][CH2:9][CH2:10][CH2:11][CH2:12][CH2:13][CH3:14])=[CH:40][CH:41]=3)=[CH:24][C:23]=2[O:43][CH2:44][CH2:45][CH2:46][CH2:47][CH2:48][CH2:49][CH2:50][CH3:51])=[CH:19][CH:18]=1)[CH2:8][CH2:9][CH2:10][CH2:11][CH2:12][CH2:13][CH3:14]. The yield is 0.300.